From a dataset of Full USPTO retrosynthesis dataset with 1.9M reactions from patents (1976-2016). Predict the reactants needed to synthesize the given product. (1) Given the product [S:61]1[C:65]2[CH:66]=[CH:67][CH:68]=[CH:69][C:64]=2[CH:63]=[C:62]1[C@:70]([NH:86][C@H:87]([C:92]([NH:23][C@@H:22]([C:24]([NH2:26])=[O:25])[CH2:21][S:20][C:1]([C:8]1[CH:13]=[CH:12][CH:11]=[CH:10][CH:9]=1)([C:14]1[CH:15]=[CH:16][CH:17]=[CH:18][CH:19]=1)[C:2]1[CH:3]=[CH:4][CH:5]=[CH:6][CH:7]=1)=[O:93])[CH2:88][CH:89]([CH3:90])[CH3:91])([C:82]([F:84])([F:85])[F:83])[C:71]#[C:72][CH2:73][OH:74], predict the reactants needed to synthesize it. The reactants are: [C:1]([S:20][CH2:21][C@@H:22]([C:24]([NH2:26])=[O:25])[NH2:23])([C:14]1[CH:19]=[CH:18][CH:17]=[CH:16][CH:15]=1)([C:8]1[CH:13]=[CH:12][CH:11]=[CH:10][CH:9]=1)[C:2]1[CH:7]=[CH:6][CH:5]=[CH:4][CH:3]=1.CN(C(ON1N=NC2C=CC=NC1=2)=[N+](C)C)C.F[P-](F)(F)(F)(F)F.C1C=CC2N(O)N=NC=2C=1.[S:61]1[C:65]2[CH:66]=[CH:67][CH:68]=[CH:69][C:64]=2[CH:63]=[C:62]1[C@:70]([NH:86][C@H:87]([C:92](O)=[O:93])[CH2:88][CH:89]([CH3:91])[CH3:90])([C:82]([F:85])([F:84])[F:83])[C:71]#[C:72][CH2:73][O:74][Si](C(C)(C)C)(C)C.CCN(CC)CC.C([O-])(O)=O.[Na+]. (2) The reactants are: [Cl:1][C:2]1[CH:3]=[CH:4][C:5]2[S:9][C:8]([CH2:10][O:11][C:12]3[C:13]([F:23])=[C:14]([C:19](=[N:21][OH:22])[NH2:20])[C:15]([F:18])=[CH:16][CH:17]=3)=[N:7][C:6]=2[CH:24]=1.[OH-].[Na+].[CH3:27]OS(OC)(=O)=O.O. Given the product [Cl:1][C:2]1[CH:3]=[CH:4][C:5]2[S:9][C:8]([CH2:10][O:11][C:12]3[C:13]([F:23])=[C:14]([C:19](=[N:21][O:22][CH3:27])[NH2:20])[C:15]([F:18])=[CH:16][CH:17]=3)=[N:7][C:6]=2[CH:24]=1, predict the reactants needed to synthesize it.